Predict the product of the given reaction. From a dataset of Forward reaction prediction with 1.9M reactions from USPTO patents (1976-2016). (1) Given the reactants [CH:1]([C:4]1[CH:9]=[C:8]([N+:10]([O-:12])=[O:11])[CH:7]=[CH:6][C:5]=1[N:13]=[C:14]1[S:18][CH2:17][C:16]2([CH2:22][CH2:21][CH2:20][CH2:19]2)[NH:15]1)([CH3:3])[CH3:2].[CH2:23](Br)[CH:24]([CH3:26])[CH3:25], predict the reaction product. The product is: [CH2:23]([N:15]1[C:16]2([CH2:22][CH2:21][CH2:20][CH2:19]2)[CH2:17][S:18][C:14]1=[N:13][C:5]1[CH:6]=[CH:7][C:8]([N+:10]([O-:12])=[O:11])=[CH:9][C:4]=1[CH:1]([CH3:3])[CH3:2])[CH:24]([CH3:26])[CH3:25]. (2) The product is: [C:1]([O:5][C:6]([N:8]1[C@H:17]([C:18](=[O:33])[NH:19][C@H:20]([C:25]([O:27][CH:28]2[CH2:29][CH2:30][CH2:31][CH2:32]2)=[O:26])[CH2:21][CH:22]([CH3:24])[CH3:23])[CH2:16][C:15]2[C:10](=[CH:11][C:12]([NH2:34])=[CH:13][CH:14]=2)[CH2:9]1)=[O:7])([CH3:3])([CH3:4])[CH3:2]. Given the reactants [C:1]([O:5][C:6]([N:8]1[C@H:17]([C:18](=[O:33])[NH:19][C@H:20]([C:25]([O:27][CH:28]2[CH2:32][CH2:31][CH2:30][CH2:29]2)=[O:26])[CH2:21][CH:22]([CH3:24])[CH3:23])[CH2:16][C:15]2[C:10](=[CH:11][C:12]([N+:34]([O-])=O)=[CH:13][CH:14]=2)[CH2:9]1)=[O:7])([CH3:4])([CH3:3])[CH3:2], predict the reaction product. (3) Given the reactants [OH:1][CH:2]1[CH2:7][CH2:6][N:5]([C:8]([O:10][C:11]([CH3:14])([CH3:13])[CH3:12])=[O:9])[CH2:4][CH2:3]1.CN(C)C=O.[H-].[Na+].[F:22][C:23]1[CH:24]=[N:25][CH:26]=[C:27](F)[CH:28]=1, predict the reaction product. The product is: [F:22][C:23]1[CH:28]=[C:27]([O:1][CH:2]2[CH2:3][CH2:4][N:5]([C:8]([O:10][C:11]([CH3:14])([CH3:13])[CH3:12])=[O:9])[CH2:6][CH2:7]2)[CH:26]=[N:25][CH:24]=1. (4) Given the reactants [CH3:1][O:2][C:3]1[CH:4]=[C:5]([CH:9]=[C:10]([O:14][CH3:15])[C:11]=1[O:12][CH3:13])[C:6]([OH:8])=O.[CH3:16][N:17]([CH3:32])[CH2:18][CH2:19][CH2:20][NH:21][CH2:22][C:23]([CH3:31])=[CH:24][C:25]1[CH:30]=[CH:29][CH:28]=[CH:27][CH:26]=1.F[B-](F)(F)F.N1(OC(N(C)C)=[N+](C)C)C2C=CC=CC=2N=N1.Cl, predict the reaction product. The product is: [CH3:32][N:17]([CH3:16])[CH2:18][CH2:19][CH2:20][N:21]([CH2:22][C:23]([CH3:31])=[CH:24][C:25]1[CH:30]=[CH:29][CH:28]=[CH:27][CH:26]=1)[C:6](=[O:8])[C:5]1[CH:9]=[C:10]([O:14][CH3:15])[C:11]([O:12][CH3:13])=[C:3]([O:2][CH3:1])[CH:4]=1. (5) Given the reactants [N:1]([CH2:4][CH2:5][NH:6][C:7](=[O:21])[CH2:8][CH2:9][CH2:10][CH2:11][CH2:12][CH2:13][CH2:14][CH2:15]CCCCC)=[N+:2]=[N-:3].N([CH2:25][CH2:26]N)=[N+]=[N-].C(N(CC)CC)C, predict the reaction product. The product is: [N:1]([CH2:4][CH2:5][NH:6][C:7](=[O:21])[C:8]1[CH:9]=[CH:10][C:11]([CH2:12][CH2:13][CH2:14][CH3:15])=[CH:26][CH:25]=1)=[N+:2]=[N-:3].